The task is: Predict the product of the given reaction.. This data is from Forward reaction prediction with 1.9M reactions from USPTO patents (1976-2016). (1) Given the reactants [F:1][C:2]1[CH:9]=[CH:8][CH:7]=[CH:6][C:3]=1[CH:4]=[CH2:5].C(=O)(O)[O-].[Na+].[Cl:15][CH2:16][C:17](=[O:22])[C:18](Cl)=[N:19][OH:20], predict the reaction product. The product is: [Cl:15][CH2:16][C:17]([C:18]1[CH2:5][CH:4]([C:3]2[CH:6]=[CH:7][CH:8]=[CH:9][C:2]=2[F:1])[O:20][N:19]=1)=[O:22]. (2) Given the reactants [IH2+].[SH3+].[PH4+].[OH3+].[O-:5][S:6]([C:9]([F:12])([F:11])[F:10])(=[O:8])=[O:7].C1([I+][C:20]2[CH:25]=[CH:24][CH:23]=[CH:22][CH:21]=2)C=CC=CC=1.C1(S([O-])(=O)=O)[C:39]2[C:40]3=[C:41]4[C:36](=[CH:37][CH:38]=2)C=CC=C4C=CC3=CC=1.[C:46]1([I+]C2C=CC=CC=2)C=[CH:50][CH:49]=[CH:48][CH:47]=1.[CH2:59]([O:71]S(C1C=CC=CC=1)(=O)=O)CCCCCCCCCCC.C1([I+]C2C=CC=CC=2)C=CC=CC=1.[O-]S(C(F)(F)F)(=O)=O.C1([S+](C2C=CC=CC=2)C2C=CC=CC=2)C=CC=CC=1.[O-]S(C(F)(F)F)(=O)=O.C(C1C=CC([S+](C2C=CC=CC=2)C2C=CC=CC=2)=CC=1)(C)(C)C, predict the reaction product. The product is: [O-:8][S:6]([C:9]([F:12])([F:11])[F:10])(=[O:7])=[O:5].[CH3:59][O:71][C:36]1[CH:37]=[CH:38][C:39]([S+:6]([C:9]2[CH:50]=[CH:49][CH:48]=[CH:47][CH:46]=2)[C:20]2[CH:21]=[CH:22][CH:23]=[CH:24][CH:25]=2)=[CH:40][CH:41]=1. (3) Given the reactants [C:1]([O:5][C:6]([N:8]1[CH2:13][CH:12]=[C:11]([C:14]2[C:22]3[C:17](=[CH:18][N:19]=[C:20]([C:23]4[C:28]([CH2:29][CH3:30])=[CH:27][CH:26]=[CH:25][C:24]=4[CH2:31][CH3:32])[CH:21]=3)[N:16]([CH:33]([CH2:37][CH2:38][CH3:39])[CH2:34][CH2:35][CH3:36])[CH:15]=2)[CH2:10][CH2:9]1)=[O:7])([CH3:4])([CH3:3])[CH3:2], predict the reaction product. The product is: [C:1]([O:5][C:6]([N:8]1[CH2:9][CH2:10][CH:11]([C:14]2[C:22]3[C:17](=[CH:18][N:19]=[C:20]([C:23]4[C:24]([CH2:31][CH3:32])=[CH:25][CH:26]=[CH:27][C:28]=4[CH2:29][CH3:30])[CH:21]=3)[N:16]([CH:33]([CH2:37][CH2:38][CH3:39])[CH2:34][CH2:35][CH3:36])[CH:15]=2)[CH2:12][CH2:13]1)=[O:7])([CH3:2])([CH3:4])[CH3:3]. (4) Given the reactants [CH:1](=[O:7])[CH2:2][CH2:3][CH2:4][CH2:5][CH3:6].[C-]#[C-].[Na+].[Na+].[C:12]1(C)C(C)=CC=C[CH:17]=1, predict the reaction product. The product is: [CH:12]#[C:17][CH:1]([OH:7])[CH2:2][CH2:3][CH2:4][CH2:5][CH3:6]. (5) Given the reactants Br[C:2]1[N:3]=[C:4]([C:9]2[O:10][C:11]([C:14]3[CH:19]=[CH:18][C:17]([CH2:20][NH:21][CH3:22])=[CH:16][CH:15]=3)=[N:12][N:13]=2)[C:5]([NH2:8])=[N:6][CH:7]=1.[CH2:23]([S:25]([C:28]1[CH:33]=[CH:32][C:31](B(O)O)=[CH:30][CH:29]=1)(=[O:27])=[O:26])[CH3:24].C([O-])([O-])=O.[Na+].[Na+].C1(P(C2C=CC=CC=2)C2C=CC=CC=2)C=CC=CC=1, predict the reaction product. The product is: [CH2:23]([S:25]([C:28]1[CH:33]=[CH:32][C:31]([C:2]2[N:3]=[C:4]([C:9]3[O:10][C:11]([C:14]4[CH:19]=[CH:18][C:17]([CH2:20][NH:21][CH3:22])=[CH:16][CH:15]=4)=[N:12][N:13]=3)[C:5]([NH2:8])=[N:6][CH:7]=2)=[CH:30][CH:29]=1)(=[O:26])=[O:27])[CH3:24]. (6) Given the reactants [CH:1]12[CH2:10][CH:5]3[CH2:6][CH:7]([CH2:9][CH:3]([CH2:4]3)[CH:2]1[N:11]1[C:14](=[O:15])[C:13]([CH3:17])([CH3:16])[NH:12]1)[CH2:8]2.[Cl:18][C:19]1[CH:26]=[C:25]([Cl:27])[CH:24]=[CH:23][C:20]=1[CH2:21]Br, predict the reaction product. The product is: [Cl:18][C:19]1[CH:26]=[C:25]([Cl:27])[CH:24]=[CH:23][C:20]=1[CH2:21][N:12]1[C:13]([CH3:17])([CH3:16])[C:14](=[O:15])[N:11]1[CH:2]1[CH:3]2[CH2:4][CH:5]3[CH2:6][CH:7]([CH2:8][CH:1]1[CH2:10]3)[CH2:9]2. (7) Given the reactants [CH3:1][O:2][CH2:3][C@H:4]([NH:25][C:26](=[O:32])[O:27][C:28]([CH3:31])([CH3:30])[CH3:29])[CH2:5][NH:6][C:7]1[N:12]=[C:11]([NH:13][C:14]2[CH:15]=[C:16]([CH3:20])[CH:17]=[CH:18][CH:19]=2)[C:10]2[C:21](=[O:24])[NH:22][CH2:23][C:9]=2[CH:8]=1.[B-](F)(F)(F)[F:34].[B-](F)(F)(F)F.C1[N+]2(CCl)CC[N+](F)(CC2)C1, predict the reaction product. The product is: [F:34][C:8]1[C:9]2[CH2:23][NH:22][C:21](=[O:24])[C:10]=2[C:11]([NH:13][C:14]2[CH:15]=[C:16]([CH3:20])[CH:17]=[CH:18][CH:19]=2)=[N:12][C:7]=1[NH:6][CH2:5][C@@H:4]([NH:25][C:26](=[O:32])[O:27][C:28]([CH3:29])([CH3:31])[CH3:30])[CH2:3][O:2][CH3:1]. (8) The product is: [CH2:55]([N:54]([CH3:53])[C:18]([CH:15]1[CH2:14][CH2:13][N:12]([C:10]([C:2]2[NH:1][C:9]3[C:4]([CH:3]=2)=[CH:5][CH:6]=[CH:7][CH:8]=3)=[O:11])[CH2:17][CH2:16]1)=[O:20])[C:56]1[CH:61]=[CH:60][CH:59]=[CH:58][CH:57]=1. Given the reactants [NH:1]1[C:9]2[C:4](=[CH:5][CH:6]=[CH:7][CH:8]=2)[CH:3]=[C:2]1[C:10]([N:12]1[CH2:17][CH2:16][CH:15]([C:18]([OH:20])=O)[CH2:14][CH2:13]1)=[O:11].Cl.C(N=C=NCCCN(C)C)C.O.N1(O)C2C=CC=CC=2N=N1.CCN(C(C)C)C(C)C.[CH3:53][NH:54][CH2:55][C:56]1[CH:61]=[CH:60][CH:59]=[CH:58][CH:57]=1, predict the reaction product.